Dataset: Catalyst prediction with 721,799 reactions and 888 catalyst types from USPTO. Task: Predict which catalyst facilitates the given reaction. (1) Reactant: [OH:1][C@H:2]1[CH2:7][N:6]([C:8]([C:10]2[CH:15]=[CH:14][CH:13]=[CH:12][C:11]=2[N:16]2[N:20]=[CH:19][CH:18]=[N:17]2)=[O:9])[C@H:5]([CH3:21])[CH2:4][CH2:3]1.[Cl:22][C:23]1[C:24](F)=[N:25][CH:26]=[CH:27][C:28]=1[C:29]#[N:30].[H-].[Na+]. Product: [Cl:22][C:23]1[C:24]([O:1][C@@H:2]2[CH2:3][CH2:4][C@@H:5]([CH3:21])[N:6]([C:8]([C:10]3[CH:15]=[CH:14][CH:13]=[CH:12][C:11]=3[N:16]3[N:20]=[CH:19][CH:18]=[N:17]3)=[O:9])[CH2:7]2)=[N:25][CH:26]=[CH:27][C:28]=1[C:29]#[N:30]. The catalyst class is: 16. (2) Reactant: C(OC([NH:8][C@H:9]([C:35]([O:37][CH3:38])=[O:36])[CH2:10][C:11]1[CH:16]=[CH:15][C:14]([O:17][CH2:18][CH2:19][CH2:20][N:21](C(OC(C)(C)C)=O)[C:22]2[CH:27]=[CH:26][CH:25]=[CH:24][N:23]=2)=[CH:13][CH:12]=1)=O)(C)(C)C.Cl. Product: [N:23]1[CH:24]=[CH:25][CH:26]=[CH:27][C:22]=1[NH:21][CH2:20][CH2:19][CH2:18][O:17][C:14]1[CH:13]=[CH:12][C:11]([CH2:10][C@@H:9]([C:35]([O:37][CH3:38])=[O:36])[NH2:8])=[CH:16][CH:15]=1. The catalyst class is: 71. (3) Reactant: [O:1]=[C:2]1[NH:10][C:5]2[N:6]=[N:7][CH:8]=[CH:9][C:4]=2[N:3]1[CH:11]1[CH2:16][CH2:15][N:14](C(OCC2C=CC=CC=2)=O)[CH2:13][CH2:12]1. Product: [NH:14]1[CH2:15][CH2:16][CH:11]([N:3]2[C:4]3[CH:9]=[CH:8][N:7]=[N:6][C:5]=3[NH:10][C:2]2=[O:1])[CH2:12][CH2:13]1. The catalyst class is: 50. (4) The catalyst class is: 1. Reactant: [NH2:1][C:2]1[C:3]([CH3:19])=[C:4]([NH:9][C:10](=[O:18])[CH2:11][CH2:12][CH:13]2[CH2:17][CH2:16][CH2:15][CH2:14]2)[C:5]([CH3:8])=[CH:6][CH:7]=1.[F:20][C:21]([F:31])([F:30])[C:22]1[CH:29]=[CH:28][C:25]([CH:26]=O)=[CH:24][CH:23]=1.[BH4-].[Na+].CO. Product: [CH:13]1([CH2:12][CH2:11][C:10]([NH:9][C:4]2[C:5]([CH3:8])=[CH:6][CH:7]=[C:2]([NH:1][CH2:26][C:25]3[CH:24]=[CH:23][C:22]([C:21]([F:20])([F:30])[F:31])=[CH:29][CH:28]=3)[C:3]=2[CH3:19])=[O:18])[CH2:14][CH2:15][CH2:16][CH2:17]1. (5) Reactant: Br[C:2]1[CH:7]=[CH:6][C:5]([Br:8])=[CH:4][N:3]=1.[Li]CCCC.[O:14]=[C:15]1[CH2:20][CH2:19][N:18]([C:21]([O:23][C:24]([CH3:27])([CH3:26])[CH3:25])=[O:22])[CH2:17][CH2:16]1. Product: [Br:8][C:5]1[CH:6]=[CH:7][C:2]([C:15]2([OH:14])[CH2:16][CH2:17][N:18]([C:21]([O:23][C:24]([CH3:26])([CH3:25])[CH3:27])=[O:22])[CH2:19][CH2:20]2)=[N:3][CH:4]=1. The catalyst class is: 11.